This data is from Forward reaction prediction with 1.9M reactions from USPTO patents (1976-2016). The task is: Predict the product of the given reaction. (1) Given the reactants [F:1][C:2]1[CH:3]=[C:4]([C:17](=[O:19])[CH3:18])[N:5]([S:7]([C:10]2[CH:15]=[CH:14][C:13]([CH3:16])=[CH:12][CH:11]=2)(=[O:9])=[O:8])[CH:6]=1.[Br-:20].[Br-].[Br-].[NH+]1C=CC=CC=1.[NH+]1C=CC=CC=1.[NH+]1C=CC=CC=1.Br, predict the reaction product. The product is: [Br:20][CH2:18][C:17]([C:4]1[N:5]([S:7]([C:10]2[CH:11]=[CH:12][C:13]([CH3:16])=[CH:14][CH:15]=2)(=[O:9])=[O:8])[CH:6]=[C:2]([F:1])[CH:3]=1)=[O:19]. (2) Given the reactants [C:1]([O:4][C@@H:5]1[C@H:11]([O:12][CH2:13][C:14]2[CH:19]=[CH:18][CH:17]=[CH:16][CH:15]=2)[C@@:10]([CH2:29][O:30][S:31]([CH3:34])(=[O:33])=[O:32])([CH2:20][O:21][CH2:22][C:23]2[CH:28]=[CH:27][CH:26]=[CH:25][CH:24]=2)[O:9][CH:6]1OC)(=[O:3])[CH3:2].[C:35]1([S:41][Si](C)(C)C)[CH:40]=[CH:39][CH:38]=[CH:37][CH:36]=1.O([Si](C)(C)C)S(C(F)(F)F)(=O)=O, predict the reaction product. The product is: [C:1]([O:4][C@@H:5]1[C@H:11]([O:12][CH2:13][C:14]2[CH:19]=[CH:18][CH:17]=[CH:16][CH:15]=2)[C@@:10]([CH2:29][O:30][S:31]([CH3:34])(=[O:33])=[O:32])([CH2:20][O:21][CH2:22][C:23]2[CH:24]=[CH:25][CH:26]=[CH:27][CH:28]=2)[O:9][C@H:6]1[S:41][C:35]1[CH:40]=[CH:39][CH:38]=[CH:37][CH:36]=1)(=[O:3])[CH3:2]. (3) Given the reactants [C:1](N1C=CN=C1)(N1C=CN=C1)=[O:2].[Si:13]([O:20][CH2:21][CH2:22][CH2:23][CH2:24][NH:25][C:26]1[C:35]2[C:30](=[CH:31][CH:32]=[CH:33][CH:34]=2)[N:29]=[C:28]([Cl:36])[C:27]=1[NH2:37])([C:16]([CH3:19])([CH3:18])[CH3:17])([CH3:15])[CH3:14].C1COCC1, predict the reaction product. The product is: [Si:13]([O:20][CH2:21][CH2:22][CH2:23][CH2:24][N:25]1[C:26]2[C:35]3[CH:34]=[CH:33][CH:32]=[CH:31][C:30]=3[N:29]=[C:28]([Cl:36])[C:27]=2[N:37]=[C:1]1[OH:2])([C:16]([CH3:19])([CH3:18])[CH3:17])([CH3:15])[CH3:14]. (4) Given the reactants [N:1]1C(Cl)=NC(Cl)=NC=1Cl.[C:10]1([C:30]2[CH:35]=[CH:34][CH:33]=[CH:32][CH:31]=2)[CH:15]=[CH:14][C:13]([C:16]([NH:18][C:19]2[CH:24]=[CH:23][C:22](/[CH:25]=[CH:26]/[C:27](O)=O)=[CH:21][CH:20]=2)=[O:17])=[CH:12][CH:11]=1, predict the reaction product. The product is: [C:27](/[CH:26]=[CH:25]/[C:22]1[CH:23]=[CH:24][C:19]([NH:18][C:16]([C:13]2[CH:14]=[CH:15][C:10]([C:30]3[CH:35]=[CH:34][CH:33]=[CH:32][CH:31]=3)=[CH:11][CH:12]=2)=[O:17])=[CH:20][CH:21]=1)#[N:1]. (5) Given the reactants C([O:5][C:6](=[O:43])[CH2:7][CH2:8][NH:9][S:10]([C:13]1[CH:18]=[CH:17][CH:16]=[C:15]([C:19]([N:21]2[CH2:42][CH2:41][C:24]3([NH:28]/[C:27](=[N:29]/[C:30]([C:32]4[C:37]([NH2:38])=[N:36][C:35]([NH2:39])=[C:34]([Cl:40])[N:33]=4)=[O:31])/[NH:26][CH2:25]3)[CH2:23][CH2:22]2)=[O:20])[CH:14]=1)(=[O:12])=[O:11])(C)(C)C.CCCC(C)C, predict the reaction product. The product is: [NH2:38][C:37]1[C:32]([C:30](/[N:29]=[C:27]2/[NH:28][C:24]3([CH2:41][CH2:42][N:21]([C:19]([C:15]4[CH:14]=[C:13]([S:10]([NH:9][CH2:8][CH2:7][C:6]([OH:43])=[O:5])(=[O:11])=[O:12])[CH:18]=[CH:17][CH:16]=4)=[O:20])[CH2:22][CH2:23]3)[CH2:25][NH:26]/2)=[O:31])=[N:33][C:34]([Cl:40])=[C:35]([NH2:39])[N:36]=1.